This data is from Forward reaction prediction with 1.9M reactions from USPTO patents (1976-2016). The task is: Predict the product of the given reaction. Given the reactants [NH2:1][C:2]1[C:7]2=[C:8]([C:13]3[CH:18]=[CH:17][C:16]([NH:19][C:20]([NH:22][C:23]4[CH:28]=[C:27]([C:29]([F:32])([F:31])[F:30])[CH:26]=[CH:25][C:24]=4[F:33])=[O:21])=[C:15]([F:34])[CH:14]=3)[CH:9]=[C:10]([CH:11]=[O:12])[N:6]2[N:5]=[CH:4][N:3]=1.[CH:35]([Mg]Br)=[CH2:36], predict the reaction product. The product is: [NH2:1][C:2]1[C:7]2=[C:8]([C:13]3[CH:18]=[CH:17][C:16]([NH:19][C:20]([NH:22][C:23]4[CH:28]=[C:27]([C:29]([F:30])([F:31])[F:32])[CH:26]=[CH:25][C:24]=4[F:33])=[O:21])=[C:15]([F:34])[CH:14]=3)[CH:9]=[C:10]([CH:11]([OH:12])[CH:35]=[CH2:36])[N:6]2[N:5]=[CH:4][N:3]=1.